The task is: Predict the reaction yield, written as a fraction of the theoretical maximum amount of product (1.0 means a 100% yield; for example, 0.34 means a 34% yield).. This data is from Reaction yield outcomes from USPTO patents with 853,638 reactions. (1) The reactants are [C:1]1([CH2:7][C:8](Cl)=[O:9])[CH:6]=[CH:5][CH:4]=[CH:3][CH:2]=1.[S-:11][C:12]#[N:13].[K+].[NH2:15][C:16]1[CH:36]=[CH:35][C:19]([O:20][C:21]2[CH:26]=[CH:25][N:24]=[C:23]([NH:27][C:28]([N:30]3[CH2:34][CH2:33][CH2:32][CH2:31]3)=[O:29])[CH:22]=2)=[C:18]([Cl:37])[CH:17]=1.C(OCC)C. The catalyst is C(#N)C. The product is [Cl:37][C:18]1[CH:17]=[C:16]([NH:15][C:12]([NH:13][C:8](=[O:9])[CH2:7][C:1]2[CH:6]=[CH:5][CH:4]=[CH:3][CH:2]=2)=[S:11])[CH:36]=[CH:35][C:19]=1[O:20][C:21]1[CH:26]=[CH:25][N:24]=[C:23]([NH:27][C:28]([N:30]2[CH2:31][CH2:32][CH2:33][CH2:34]2)=[O:29])[CH:22]=1. The yield is 0.360. (2) The reactants are [CH3:1][C:2]1[N:7]=[C:6]([C:8]2[CH:13]=[CH:12][CH:11]=[C:10]([C:14]3[CH:15]=[C:16]([S:20](Cl)(=[O:22])=[O:21])[CH:17]=[CH:18][CH:19]=3)[N:9]=2)[CH:5]=[C:4]([C:24]2[CH:29]=[CH:28][C:27]([C:30]([F:33])([F:32])[F:31])=[CH:26][CH:25]=2)[CH:3]=1.[CH3:34][O:35][CH2:36][CH2:37][O:38][CH2:39][CH2:40][O:41][CH2:42][CH2:43][O:44][CH2:45][CH2:46][NH2:47].CCN(CC)CC. The catalyst is C1COCC1.CCOC(C)=O. The product is [CH3:34][O:35][CH2:36][CH2:37][O:38][CH2:39][CH2:40][O:41][CH2:42][CH2:43][O:44][CH2:45][CH2:46][NH:47][S:20]([C:16]1[CH:17]=[CH:18][CH:19]=[C:14]([C:10]2[N:9]=[C:8]([C:6]3[CH:5]=[C:4]([C:24]4[CH:25]=[CH:26][C:27]([C:30]([F:32])([F:31])[F:33])=[CH:28][CH:29]=4)[CH:3]=[C:2]([CH3:1])[N:7]=3)[CH:13]=[CH:12][CH:11]=2)[CH:15]=1)(=[O:22])=[O:21]. The yield is 0.280.